Dataset: Reaction yield outcomes from USPTO patents with 853,638 reactions. Task: Predict the reaction yield, written as a fraction of the theoretical maximum amount of product (1.0 means a 100% yield; for example, 0.34 means a 34% yield). The reactants are Cl[C:2]1[N:7]=[C:6]([C:8]2[N:12]3[CH:13]=[CH:14][CH:15]=[CH:16][C:11]3=[N:10][C:9]=2[C:17]2[CH:18]=[CH:19][C:20]([O:34][CH2:35][CH3:36])=[C:21]([CH:33]=2)[C:22]([NH:24][C:25]2[C:30]([F:31])=[CH:29][CH:28]=[CH:27][C:26]=2[F:32])=[O:23])[CH:5]=[CH:4][N:3]=1.[CH3:37][CH:38]([N:40]1[CH2:45][CH2:44][N:43]([C:46]2[CH:52]=[CH:51][C:49]([NH2:50])=[C:48]([O:53][CH3:54])[CH:47]=2)[CH2:42][CH2:41]1)[CH3:39].Cl.O1CCOCC1.C[O-].[Na+]. The catalyst is FC(F)(F)CO.CO.C(Cl)Cl.CCCCCC. The product is [F:32][C:26]1[CH:27]=[CH:28][CH:29]=[C:30]([F:31])[C:25]=1[NH:24][C:22](=[O:23])[C:21]1[CH:33]=[C:17]([C:9]2[N:10]=[C:11]3[CH:16]=[CH:15][CH:14]=[CH:13][N:12]3[C:8]=2[C:6]2[CH:5]=[CH:4][N:3]=[C:2]([NH:50][C:49]3[CH:51]=[CH:52][C:46]([N:43]4[CH2:44][CH2:45][N:40]([CH:38]([CH3:37])[CH3:39])[CH2:41][CH2:42]4)=[CH:47][C:48]=3[O:53][CH3:54])[N:7]=2)[CH:18]=[CH:19][C:20]=1[O:34][CH2:35][CH3:36]. The yield is 0.770.